The task is: Regression. Given a peptide amino acid sequence and an MHC pseudo amino acid sequence, predict their binding affinity value. This is MHC class I binding data.. This data is from Peptide-MHC class I binding affinity with 185,985 pairs from IEDB/IMGT. (1) The peptide sequence is GALHLYFDK. The binding affinity (normalized) is 0.213. The MHC is HLA-A68:01 with pseudo-sequence HLA-A68:01. (2) The peptide sequence is LIGLIIPPLGI. The MHC is H-2-Kb with pseudo-sequence H-2-Kb. The binding affinity (normalized) is 0. (3) The peptide sequence is IHAEFQASL. The MHC is HLA-B40:01 with pseudo-sequence HLA-B40:01. The binding affinity (normalized) is 0.0847. (4) The peptide sequence is DHQLDPAFR. The MHC is HLA-A02:02 with pseudo-sequence HLA-A02:02. The binding affinity (normalized) is 0.154. (5) The peptide sequence is FHSRFVQAL. The MHC is HLA-A80:01 with pseudo-sequence HLA-A80:01. The binding affinity (normalized) is 0.0847. (6) The peptide sequence is AIAWGAWGEV. The MHC is HLA-A02:01 with pseudo-sequence HLA-A02:01. The binding affinity (normalized) is 0.469. (7) The peptide sequence is KELKETLLH. The MHC is HLA-B39:01 with pseudo-sequence HLA-B39:01. The binding affinity (normalized) is 0.0847.